From a dataset of NCI-60 drug combinations with 297,098 pairs across 59 cell lines. Regression. Given two drug SMILES strings and cell line genomic features, predict the synergy score measuring deviation from expected non-interaction effect. (1) Drug 1: CC1C(C(CC(O1)OC2CC(CC3=C2C(=C4C(=C3O)C(=O)C5=C(C4=O)C(=CC=C5)OC)O)(C(=O)CO)O)N)O.Cl. Drug 2: C1=NNC2=C1C(=O)NC=N2. Cell line: SF-539. Synergy scores: CSS=7.40, Synergy_ZIP=-0.640, Synergy_Bliss=-0.00680, Synergy_Loewe=6.50, Synergy_HSA=-0.339. (2) Drug 1: CCCS(=O)(=O)NC1=C(C(=C(C=C1)F)C(=O)C2=CNC3=C2C=C(C=N3)C4=CC=C(C=C4)Cl)F. Drug 2: C1=NC2=C(N1)C(=S)N=C(N2)N. Cell line: CAKI-1. Synergy scores: CSS=47.7, Synergy_ZIP=-0.272, Synergy_Bliss=0.982, Synergy_Loewe=-5.44, Synergy_HSA=3.65. (3) Drug 1: CN1CCC(CC1)COC2=C(C=C3C(=C2)N=CN=C3NC4=C(C=C(C=C4)Br)F)OC. Drug 2: CC(C1=C(C=CC(=C1Cl)F)Cl)OC2=C(N=CC(=C2)C3=CN(N=C3)C4CCNCC4)N. Cell line: RXF 393. Synergy scores: CSS=4.00, Synergy_ZIP=-3.40, Synergy_Bliss=-5.00, Synergy_Loewe=-7.83, Synergy_HSA=-4.50. (4) Drug 1: CC12CCC3C(C1CCC2=O)CC(=C)C4=CC(=O)C=CC34C. Drug 2: C1=NC2=C(N=C(N=C2N1C3C(C(C(O3)CO)O)O)F)N. Cell line: ACHN. Synergy scores: CSS=30.8, Synergy_ZIP=1.58, Synergy_Bliss=4.31, Synergy_Loewe=2.22, Synergy_HSA=3.92. (5) Drug 1: C1C(C(OC1N2C=C(C(=O)NC2=O)F)CO)O. Drug 2: C(CCl)NC(=O)N(CCCl)N=O. Cell line: HOP-62. Synergy scores: CSS=32.5, Synergy_ZIP=-1.72, Synergy_Bliss=5.24, Synergy_Loewe=-14.0, Synergy_HSA=4.93. (6) Drug 1: CS(=O)(=O)CCNCC1=CC=C(O1)C2=CC3=C(C=C2)N=CN=C3NC4=CC(=C(C=C4)OCC5=CC(=CC=C5)F)Cl. Drug 2: CS(=O)(=O)OCCCCOS(=O)(=O)C. Cell line: NCI-H226. Synergy scores: CSS=10.1, Synergy_ZIP=-3.28, Synergy_Bliss=1.21, Synergy_Loewe=-24.1, Synergy_HSA=2.57. (7) Drug 1: COC1=CC(=CC(=C1O)OC)C2C3C(COC3=O)C(C4=CC5=C(C=C24)OCO5)OC6C(C(C7C(O6)COC(O7)C8=CC=CS8)O)O. Drug 2: C1CC(C1)(C(=O)O)C(=O)O.[NH2-].[NH2-].[Pt+2]. Cell line: COLO 205. Synergy scores: CSS=49.0, Synergy_ZIP=-1.96, Synergy_Bliss=3.19, Synergy_Loewe=-7.31, Synergy_HSA=6.41. (8) Cell line: HCC-2998. Synergy scores: CSS=22.7, Synergy_ZIP=-10.2, Synergy_Bliss=-1.76, Synergy_Loewe=2.95, Synergy_HSA=3.91. Drug 2: C1C(C(OC1N2C=NC(=NC2=O)N)CO)O. Drug 1: CC1OCC2C(O1)C(C(C(O2)OC3C4COC(=O)C4C(C5=CC6=C(C=C35)OCO6)C7=CC(=C(C(=C7)OC)O)OC)O)O. (9) Drug 1: CC1=C2C(C(=O)C3(C(CC4C(C3C(C(C2(C)C)(CC1OC(=O)C(C(C5=CC=CC=C5)NC(=O)OC(C)(C)C)O)O)OC(=O)C6=CC=CC=C6)(CO4)OC(=O)C)O)C)O. Drug 2: CC1C(C(CC(O1)OC2CC(CC3=C2C(=C4C(=C3O)C(=O)C5=CC=CC=C5C4=O)O)(C(=O)C)O)N)O. Cell line: RXF 393. Synergy scores: CSS=61.0, Synergy_ZIP=0.0655, Synergy_Bliss=3.42, Synergy_Loewe=4.88, Synergy_HSA=6.32.